Dataset: Full USPTO retrosynthesis dataset with 1.9M reactions from patents (1976-2016). Task: Predict the reactants needed to synthesize the given product. (1) Given the product [Cl:11][C:12]1[C:13]2[N:14]([CH:22]=[C:23]([C:25](=[N:1][OH:2])[NH2:26])[N:24]=2)[CH:15]=[C:16]([C:18]([F:20])([F:21])[F:19])[CH:17]=1, predict the reactants needed to synthesize it. The reactants are: [NH2:1][OH:2].Cl.CCN(CC)CC.[Cl:11][C:12]1[C:13]2[N:14]([CH:22]=[C:23]([C:25]#[N:26])[N:24]=2)[CH:15]=[C:16]([C:18]([F:21])([F:20])[F:19])[CH:17]=1. (2) The reactants are: [F:1][C:2]([F:13])([F:12])[C:3]1[N:8]=[CH:7][C:6](B(O)O)=[CH:5][N:4]=1.Br[C:15]1[CH:16]=[C:17]([CH2:22][NH:23][C:24]([C@@H:26]2[C@@H:31]3[C@@H:29]([C:30]3([CH3:33])[CH3:32])[CH2:28][N:27]2[S:34]([C:37]2[CH:42]=[CH:41][C:40]([F:43])=[CH:39][CH:38]=2)(=[O:36])=[O:35])=[O:25])[CH:18]=[CH:19][C:20]=1[F:21].C(=O)([O-])[O-].[Cs+].[Cs+]. Given the product [F:21][C:20]1[CH:15]=[CH:16][C:17]([CH2:22][NH:23][C:24]([C@H:26]2[N:27]([S:34]([C:37]3[CH:42]=[CH:41][C:40]([F:43])=[CH:39][CH:38]=3)(=[O:35])=[O:36])[CH2:28][C@H:29]3[C@@H:31]2[C:30]3([CH3:33])[CH3:32])=[O:25])=[CH:18][C:19]=1[C:6]1[CH:5]=[N:4][C:3]([C:2]([F:13])([F:12])[F:1])=[N:8][CH:7]=1, predict the reactants needed to synthesize it. (3) Given the product [C:1]([C:3]1[C:11]2[CH2:10][CH2:9][N:8]([C:12](=[O:18])[CH2:13][OH:14])[CH2:7][C:6]=2[S:5][C:4]=1[NH:19][C:20](=[O:21])[C:22]1[CH:23]=[CH:24][CH:25]=[CH:26][CH:27]=1)#[N:2], predict the reactants needed to synthesize it. The reactants are: [C:1]([C:3]1[C:11]2[CH2:10][CH2:9][N:8]([C:12](=[O:18])[CH2:13][O:14]C(=O)C)[CH2:7][C:6]=2[S:5][C:4]=1[NH:19][C:20]([C:22]1[CH:27]=[CH:26][CH:25]=[CH:24][CH:23]=1)=[O:21])#[N:2].[OH-].[Na+]. (4) Given the product [CH2:13]([NH:12][CH2:11][C@@H:9]1[CH2:10][C@H:8]1[C:2]1[CH:7]=[CH:6][CH:5]=[CH:4][CH:3]=1)[C:14]1[CH:19]=[CH:18][CH:17]=[CH:16][CH:15]=1, predict the reactants needed to synthesize it. The reactants are: Cl.[C:2]1([C@@H:8]2[CH2:10][C@H:9]2[CH2:11][NH2:12])[CH:7]=[CH:6][CH:5]=[CH:4][CH:3]=1.[CH:13](=O)[C:14]1[CH:19]=[CH:18][CH:17]=[CH:16][CH:15]=1.C([BH3-])#N.[Na+]. (5) Given the product [CH3:5][C:3]([C@@H:6]1[CH2:7][CH:8]=[C:9]([CH2:12][OH:13])[CH2:10][CH2:11]1)=[CH2:4], predict the reactants needed to synthesize it. The reactants are: [OH-].[Na+].[C:3]([CH:6]1[CH2:11][CH2:10][C:9]([CH2:12][O:13]C(=O)C2C=C([N+]([O-])=O)C=C([N+]([O-])=O)C=2)=[CH:8][CH2:7]1)([CH3:5])=[CH2:4]. (6) Given the product [N:1]([CH:25]([O:10][CH2:11][C:12]1[CH:21]=[CH:20][C:15]([C:16]([O:18][CH3:19])=[O:17])=[CH:14][CH:13]=1)[CH2:26][CH2:27][NH:28][C:29](=[O:34])[C:30]([F:33])([F:32])[F:31])=[N+:2]=[N-:3], predict the reactants needed to synthesize it. The reactants are: [N:1]([Si](C)(C)C)=[N+:2]=[N-:3].C[Si](C)(C)[O:10][CH2:11][C:12]1[CH:21]=[CH:20][C:15]([C:16]([O:18][CH3:19])=[O:17])=[CH:14][CH:13]=1.O=[CH:25][CH2:26][CH2:27][NH:28][C:29](=[O:34])[C:30]([F:33])([F:32])[F:31]. (7) Given the product [Br:1][C:2]1[C:3](=[O:29])[N:4]([CH2:18][C:19]2[CH:20]=[C:21]([CH:26]=[CH:27][CH:28]=2)[C:22]([NH2:30])=[O:23])[CH:5]=[CH:6][C:7]=1[O:8][CH2:9][C:10]1[CH:15]=[CH:14][C:13]([F:16])=[CH:12][C:11]=1[F:17], predict the reactants needed to synthesize it. The reactants are: [Br:1][C:2]1[C:3](=[O:29])[N:4]([CH2:18][C:19]2[CH:20]=[C:21]([CH:26]=[CH:27][CH:28]=2)[C:22](OC)=[O:23])[CH:5]=[CH:6][C:7]=1[O:8][CH2:9][C:10]1[CH:15]=[CH:14][C:13]([F:16])=[CH:12][C:11]=1[F:17].[NH3:30].